This data is from Reaction yield outcomes from USPTO patents with 853,638 reactions. The task is: Predict the reaction yield, written as a fraction of the theoretical maximum amount of product (1.0 means a 100% yield; for example, 0.34 means a 34% yield). The reactants are [CH3:1][C:2]1[C:16](=[O:17])[N:15]=[C:14]2[N:4]([C@@H:5]3[O:9][C@H:8]([CH2:10][OH:11])[C@@H:7]([OH:12])[C@@H:6]3[O:13]2)[CH:3]=1.[CH3:18][O:19][CH2:20][CH2:21][O:22]B([O:22][CH2:21][CH2:20][O:19][CH3:18])[O:22][CH2:21][CH2:20][O:19][CH3:18]. The catalyst is COCCO. The product is [CH3:18][O:19][CH2:20][CH2:21][O:22][C@@H:6]1[C@H:7]([OH:12])[C@@H:8]([CH2:10][OH:11])[O:9][C@H:5]1[N:4]1[CH:3]=[C:2]([CH3:1])[C:16](=[O:17])[NH:15][C:14]1=[O:13]. The yield is 0.630.